From a dataset of Forward reaction prediction with 1.9M reactions from USPTO patents (1976-2016). Predict the product of the given reaction. (1) Given the reactants [F:1][C:2]1[CH:7]=[C:6]([I:8])[CH:5]=[CH:4][C:3]=1[N:9]1[C:14]2[N:15]([CH3:32])[C:16](=[O:31])[C:17]([CH3:30])=[C:18]([NH:19][C:20]3[CH:21]=[C:22]([CH:27]=[CH:28][CH:29]=3)[C:23]([O:25][CH3:26])=[O:24])[C:13]=2[C:12](=[O:33])[N:11]([CH2:34][C:35]2[CH:40]=[CH:39][C:38]([O:41][CH3:42])=[CH:37][CH:36]=2)[C:10]1=[O:43].C([O-])([O-])=O.[K+].[K+], predict the reaction product. The product is: [F:1][C:2]1[CH:7]=[C:6]([I:8])[CH:5]=[CH:4][C:3]=1[NH:9][C:14]1[N:15]([CH3:32])[C:16](=[O:31])[C:17]([CH3:30])=[C:18]2[C:13]=1[C:12](=[O:33])[N:11]([CH2:34][C:35]1[CH:36]=[CH:37][C:38]([O:41][CH3:42])=[CH:39][CH:40]=1)[C:10](=[O:43])[N:19]2[C:20]1[CH:21]=[C:22]([CH:27]=[CH:28][CH:29]=1)[C:23]([O:25][CH3:26])=[O:24]. (2) Given the reactants Cl.[Cl:2][C:3]1[C:4]([NH:18][CH:19]2[CH2:29][CH2:28][C:22]3([CH2:27][CH2:26][NH:25][CH2:24][CH2:23]3)[CH2:21][CH2:20]2)=[N:5][C:6]([NH:9][C:10]2[CH:14]=[C:13]([CH:15]3[CH2:17][CH2:16]3)[NH:12][N:11]=2)=[N:7][CH:8]=1.[C:30]([CH2:32][C:33](O)=[O:34])#[N:31].C1C=NC2N(O)N=NC=2C=1.CCN=C=NCCCN(C)C, predict the reaction product. The product is: [Cl:2][C:3]1[C:4]([NH:18][CH:19]2[CH2:29][CH2:28][C:22]3([CH2:27][CH2:26][N:25]([C:33](=[O:34])[CH2:32][C:30]#[N:31])[CH2:24][CH2:23]3)[CH2:21][CH2:20]2)=[N:5][C:6]([NH:9][C:10]2[CH:14]=[C:13]([CH:15]3[CH2:17][CH2:16]3)[NH:12][N:11]=2)=[N:7][CH:8]=1. (3) Given the reactants [CH2:1]([O:8][C:9]([NH:11][C@@H:12]([CH2:16][C:17]1[CH:22]=[CH:21][C:20]([C:23]2[N:28]=[CH:27][C:26]([C:29]3[CH:34]=[CH:33][C:32]([O:35][CH2:36][CH2:37][CH2:38][CH2:39][CH2:40][CH2:41][CH3:42])=[CH:31][CH:30]=3)=[CH:25][N:24]=2)=[CH:19][CH:18]=1)[C:13](O)=[O:14])=[O:10])[C:2]1[CH:7]=[CH:6][CH:5]=[CH:4][CH:3]=1.[NH:43]1[CH2:46][CH:45]([C:47]([O:49][C:50]([CH3:53])([CH3:52])[CH3:51])=[O:48])[CH2:44]1.CCN(C(C)C)C(C)C.CN(C(ON1N=NC2C=CC=NC1=2)=[N+](C)C)C.F[P-](F)(F)(F)(F)F, predict the reaction product. The product is: [CH2:1]([O:8][C:9]([NH:11][C@@H:12]([CH2:16][C:17]1[CH:22]=[CH:21][C:20]([C:23]2[N:24]=[CH:25][C:26]([C:29]3[CH:30]=[CH:31][C:32]([O:35][CH2:36][CH2:37][CH2:38][CH2:39][CH2:40][CH2:41][CH3:42])=[CH:33][CH:34]=3)=[CH:27][N:28]=2)=[CH:19][CH:18]=1)[C:13]([N:43]1[CH2:44][CH:45]([C:47]([O:49][C:50]([CH3:53])([CH3:52])[CH3:51])=[O:48])[CH2:46]1)=[O:14])=[O:10])[C:2]1[CH:3]=[CH:4][CH:5]=[CH:6][CH:7]=1.